From a dataset of Reaction yield outcomes from USPTO patents with 853,638 reactions. Predict the reaction yield, written as a fraction of the theoretical maximum amount of product (1.0 means a 100% yield; for example, 0.34 means a 34% yield). (1) The reactants are CC1(C)C(C)(C)OB([C:9]2[CH:22]=[C:21]3[C:12]([C:13]4[CH:14]=[CH:15][C:16]([C:23]5[CH:24]=[CH:25][C:26]6[N:30]=[C:29]([C@@H:31]7[CH2:35][CH2:34][CH2:33][N:32]7[C:36]([O:38][C:39]([CH3:42])([CH3:41])[CH3:40])=[O:37])[NH:28][C:27]=6[CH:43]=5)=[CH:17][C:18]=4[CH2:19][CH2:20]3)=[CH:11][CH:10]=2)O1.Br[C:46]1[NH:50][C:49]([C@@H:51]2[CH2:55][CH2:54][CH2:53][N:52]2[C:56](=[O:66])[C@@H:57]([NH:61][C:62](=[O:65])[O:63][CH3:64])[CH:58]([CH3:60])[CH3:59])=[N:48][CH:47]=1.P([O-])([O-])([O-])=O.[K+].[K+].[K+].C(COC)OC. The catalyst is C(OCC)(=O)C.C1C=CC(P(C2C=CC=CC=2)[C-]2C=CC=C2)=CC=1.C1C=CC(P(C2C=CC=CC=2)[C-]2C=CC=C2)=CC=1.Cl[Pd]Cl.[Fe+2].C1C=CC([P]([Pd]([P](C2C=CC=CC=2)(C2C=CC=CC=2)C2C=CC=CC=2)([P](C2C=CC=CC=2)(C2C=CC=CC=2)C2C=CC=CC=2)[P](C2C=CC=CC=2)(C2C=CC=CC=2)C2C=CC=CC=2)(C2C=CC=CC=2)C2C=CC=CC=2)=CC=1. The product is [CH3:64][O:63][C:62]([NH:61][C@@H:57]([CH:58]([CH3:60])[CH3:59])[C:56]([N:52]1[CH2:53][CH2:54][CH2:55][C@H:51]1[C:49]1[NH:50][C:46]([C:9]2[CH:22]=[C:21]3[C:12]([C:13]4[CH:14]=[CH:15][C:16]([C:23]5[CH:24]=[CH:25][C:26]6[N:30]=[C:29]([C@@H:31]7[CH2:35][CH2:34][CH2:33][N:32]7[C:36]([O:38][C:39]([CH3:41])([CH3:40])[CH3:42])=[O:37])[NH:28][C:27]=6[CH:43]=5)=[CH:17][C:18]=4[CH2:19][CH2:20]3)=[CH:11][CH:10]=2)=[CH:47][N:48]=1)=[O:66])=[O:65]. The yield is 0.0400. (2) The reactants are Br[C:2]1[CH:3]=[CH:4][C:5]2[CH:6]([CH:18]3[CH2:24][CH:23]4[N:25]([C:26](=[O:31])[C:27]([F:30])([F:29])[F:28])[CH:20]([CH2:21][CH2:22]4)[CH2:19]3)[C:7]3[C:12]([O:13][C:14]=2[CH:15]=1)=[C:11]([O:16][CH3:17])[CH:10]=[CH:9][CH:8]=3.[N:32]1[CH:37]=[CH:36][CH:35]=[C:34](B(O)O)[CH:33]=1.C(=O)([O-])[O-].[Na+].[Na+].O. The catalyst is O1CCOCC1.[Pd](Cl)Cl.C(PC(C)(C)C)(C)(C)C.C(OCC)(=O)C. The product is [F:28][C:27]([F:29])([F:30])[C:26]([N:25]1[CH:20]2[CH2:21][CH2:22][CH:23]1[CH2:24][CH:18]([CH:6]1[C:5]3[CH:4]=[CH:3][C:2]([C:34]4[CH:33]=[N:32][CH:37]=[CH:36][CH:35]=4)=[CH:15][C:14]=3[O:13][C:12]3[C:7]1=[CH:8][CH:9]=[CH:10][C:11]=3[O:16][CH3:17])[CH2:19]2)=[O:31]. The yield is 0.930. (3) The reactants are [NH2:1][C:2]1[CH:3]=[CH:4][C:5]([O:19][CH2:20][CH2:21][CH3:22])=[C:6]([C:8]2[NH:13][C:12](=[O:14])[C:11]([CH2:15][CH3:16])=[C:10]([CH2:17][CH3:18])[N:9]=2)[CH:7]=1.C([O-])=O.[NH4+].[C:27](#N)[CH3:28]. The catalyst is [Pd]. The product is [CH2:15]([C:11]1[C:12](=[O:14])[NH:13][C:8]([C:6]2[CH:7]=[C:2]([NH:1][CH2:27][CH3:28])[CH:3]=[CH:4][C:5]=2[O:19][CH2:20][CH2:21][CH3:22])=[N:9][C:10]=1[CH2:17][CH3:18])[CH3:16]. The yield is 0.790. (4) The reactants are Cl[C:2]1[N:7]=[C:6]([NH:8][C:9]2[CH:14]=[CH:13][CH:12]=[CH:11][C:10]=2[NH:15][C:16](=[O:19])[CH:17]=[CH2:18])[C:5]([Cl:20])=[CH:4][N:3]=1.[NH2:21][C:22]1[CH:23]=[C:24]([CH:28]=[CH:29][C:30]=1[CH3:31])[C:25]([NH2:27])=[O:26].CO.C(Cl)Cl. The catalyst is CC1C=CC(S(O)(=O)=O)=CC=1.O1CCOCC1. The product is [C:16]([NH:15][C:10]1[CH:11]=[CH:12][CH:13]=[CH:14][C:9]=1[NH:8][C:6]1[C:5]([Cl:20])=[CH:4][N:3]=[C:2]([NH:21][C:22]2[CH:23]=[C:24]([CH:28]=[CH:29][C:30]=2[CH3:31])[C:25]([NH2:27])=[O:26])[N:7]=1)(=[O:19])[CH:17]=[CH2:18]. The yield is 0.310.